Dataset: Reaction yield outcomes from USPTO patents with 853,638 reactions. Task: Predict the reaction yield, written as a fraction of the theoretical maximum amount of product (1.0 means a 100% yield; for example, 0.34 means a 34% yield). (1) The reactants are [CH2:1]([O:5][C:6]1[CH:11]=[CH:10][C:9]([C:12]([NH:19][C:20](=[O:24])[CH2:21][C:22]#[N:23])([CH3:18])[CH2:13][C:14]([O:16]C)=O)=[CH:8][CH:7]=1)[CH2:2][CH2:3][CH3:4].C[O-].[Na+]. The catalyst is CO. The product is [CH2:1]([O:5][C:6]1[CH:7]=[CH:8][C:9]([C:12]2([CH3:18])[NH:19][C:20](=[O:24])[C:21]([C:22]#[N:23])=[C:14]([OH:16])[CH2:13]2)=[CH:10][CH:11]=1)[CH2:2][CH2:3][CH3:4]. The yield is 1.02. (2) The catalyst is CN(C)C=O.C([O-])(=O)C.[Pd+2].C([O-])(=O)C.C1(C)C=CC=CC=1P(C1C=CC=CC=1C)C1C=CC=CC=1C. The yield is 0.900. The product is [CH3:1][O:2][C:3](=[O:18])[CH:4]([C:11]1[CH:16]=[CH:15][C:14]([C:27]2[C:28]3[C:23](=[CH:22][CH:21]=[CH:20][CH:19]=3)[CH:24]=[CH:25][CH:26]=2)=[CH:13][CH:12]=1)[CH2:5][CH:6]1[CH2:10][CH2:9][CH2:8][CH2:7]1. The reactants are [CH3:1][O:2][C:3](=[O:18])[CH:4]([C:11]1[CH:16]=[CH:15][C:14](I)=[CH:13][CH:12]=1)[CH2:5][CH:6]1[CH2:10][CH2:9][CH2:8][CH2:7]1.[C:19]1(B(O)O)[C:28]2[C:23](=[CH:24][CH:25]=[CH:26][CH:27]=2)[CH:22]=[CH:21][CH:20]=1.C(N(CC)CC)C.